Task: Predict the reaction yield, written as a fraction of the theoretical maximum amount of product (1.0 means a 100% yield; for example, 0.34 means a 34% yield).. Dataset: Reaction yield outcomes from USPTO patents with 853,638 reactions (1) The reactants are F.F.F.C(N(CC)CC)C.C(N(CC)CC)C.[Si]([O:35][CH2:36][C@H:37]1[O:41][C@@H:40]([N:42]2[CH:49]=[C:48]([CH3:50])[C:46](=[O:47])[NH:45][C:43]2=[O:44])[C@H:39]([O:51][CH2:52][CH2:53][O:54][N:55]([CH3:57])[CH3:56])[C@@H:38]1[OH:58])(C(C)(C)C)(C1C=CC=CC=1)C1C=CC=CC=1.CO. The catalyst is C1COCC1.C(Cl)Cl. The product is [CH3:56][N:55]([CH3:57])[O:54][CH2:53][CH2:52][O:51][C@@H:39]1[C@H:38]([OH:58])[C@@H:37]([CH2:36][OH:35])[O:41][C@H:40]1[N:42]1[CH:49]=[C:48]([CH3:50])[C:46](=[O:47])[NH:45][C:43]1=[O:44]. The yield is 0.925. (2) The reactants are [NH2:1][C:2]1[C:7]([S:8](Cl)(=[O:10])=[O:9])=[CH:6][C:5]([Br:12])=[CH:4][N:3]=1.[C:13]([NH2:17])([CH3:16])([CH3:15])[CH3:14]. The catalyst is C1COCC1. The product is [NH2:1][C:2]1[C:7]([S:8]([NH:17][C:13]([CH3:16])([CH3:15])[CH3:14])(=[O:10])=[O:9])=[CH:6][C:5]([Br:12])=[CH:4][N:3]=1. The yield is 0.490. (3) The reactants are [CH2:1]([C:15]1[CH:21]=[CH:20][C:18]([NH2:19])=[CH:17][CH:16]=1)[CH2:2][CH2:3][CH2:4][CH2:5][CH2:6][CH2:7][CH2:8][CH2:9][CH2:10][CH2:11][CH2:12][CH2:13][CH3:14].[F:22][B-:23]([F:26])([F:25])[F:24].[N:27]#[O+].[K+].[Br-]. The catalyst is C(#N)C.C(Cl)Cl. The product is [F:22][B-:23]([F:26])([F:25])[F:24].[CH2:1]([C:15]1[CH:16]=[CH:17][C:18]([N+:19]#[N:27])=[CH:20][CH:21]=1)[CH2:2][CH2:3][CH2:4][CH2:5][CH2:6][CH2:7][CH2:8][CH2:9][CH2:10][CH2:11][CH2:12][CH2:13][CH3:14]. The yield is 0.690.